Dataset: Forward reaction prediction with 1.9M reactions from USPTO patents (1976-2016). Task: Predict the product of the given reaction. (1) Given the reactants [CH3:1][O:2][C:3](=[O:18])[CH2:4][C:5]1[C:13]2[C:8](=[CH:9][CH:10]=[CH:11][CH:12]=2)[N:7]([C:14]([O:16][CH3:17])=[O:15])[CH:6]=1.CN(C)P(=O)(N(C)C)N(C)C.C[Si]([N-][Si](C)(C)C)(C)C.[Li+].[F:40][C:41]([F:50])([C:46]([F:49])([F:48])[F:47])[CH2:42][CH2:43][CH2:44]I, predict the reaction product. The product is: [CH3:1][O:2][C:3](=[O:18])[CH:4]([CH2:44][CH2:43][CH2:42][C:41]([F:50])([F:40])[C:46]([F:49])([F:48])[F:47])[C:5]1[C:13]2[C:8](=[CH:9][CH:10]=[CH:11][CH:12]=2)[N:7]([C:14]([O:16][CH3:17])=[O:15])[CH:6]=1. (2) Given the reactants [CH:1]1([C:7]2[C:11]([C:12]3[CH:17]=[CH:16][N:15]=[C:14]([NH:18][C:19]4[CH:20]=[C:21]([OH:25])[CH:22]=[CH:23][CH:24]=4)[N:13]=3)=[C:10]([CH3:26])[O:9][N:8]=2)[CH2:6][CH2:5][CH2:4][CH2:3][CH2:2]1.N(C(OCC)=O)=NC(OCC)=O.C1(P(C2C=CC=CC=2)C2C=CC=CC=2)C=CC=CC=1.[Br:58][CH2:59][CH2:60]O, predict the reaction product. The product is: [Br:58][CH2:59][CH2:60][O:25][C:21]1[CH:20]=[C:19]([NH:18][C:14]2[N:13]=[C:12]([C:11]3[C:7]([CH:1]4[CH2:2][CH2:3][CH2:4][CH2:5][CH2:6]4)=[N:8][O:9][C:10]=3[CH3:26])[CH:17]=[CH:16][N:15]=2)[CH:24]=[CH:23][CH:22]=1. (3) Given the reactants [CH3:1][C:2]1[C:6]([C:7]2[CH:8]=[C:9]([C:21]([O:23]C)=O)[C:10]3[N:14]=[C:13]([NH:15][S:16]([CH3:19])(=[O:18])=[O:17])[NH:12][C:11]=3[CH:20]=2)=[C:5]([CH3:25])[O:4][N:3]=1.[CH:26]1([Mg]Cl)[CH2:30][CH2:29][CH2:28][CH2:27]1, predict the reaction product. The product is: [CH:26]1([C:21]([CH:26]2[CH2:30][CH2:29][CH2:28][CH2:27]2)([OH:23])[C:9]2[C:10]3[N:14]=[C:13]([NH:15][S:16]([CH3:19])(=[O:18])=[O:17])[NH:12][C:11]=3[CH:20]=[C:7]([C:6]3[C:2]([CH3:1])=[N:3][O:4][C:5]=3[CH3:25])[CH:8]=2)[CH2:30][CH2:29][CH2:28][CH2:27]1. (4) Given the reactants [NH2:1][C:2]1[C:3]2[N:4]([C:9](=[O:12])[NH:10][N:11]=2)[CH:5]=[N:6][C:7]=1[Cl:8].Cl[CH2:14][C:15]1[CH:16]=[CH:17][C:18]([C:21]([F:24])([F:23])[F:22])=[N:19][CH:20]=1.C([O-])([O-])=O.[K+].[K+].O, predict the reaction product. The product is: [NH2:1][C:2]1[C:3]2[N:4]([C:9](=[O:12])[N:10]([CH2:14][C:15]3[CH:20]=[N:19][C:18]([C:21]([F:24])([F:22])[F:23])=[CH:17][CH:16]=3)[N:11]=2)[CH:5]=[N:6][C:7]=1[Cl:8]. (5) Given the reactants [CH3:1][O:2][C:3]1[N:8]=[CH:7][C:6]([NH:9][C:10]2[C:17]([C:18]3[N:26]=[C:25]([CH3:27])[N:24]=[C:23]4[C:19]=3[N:20]=[CH:21][N:22]4C3CCCCO3)=[CH:16][C:13]([CH:14]=O)=[CH:12][N:11]=2)=[CH:5][CH:4]=1.[NH2:34][C:35]1[CH:36]=[N:37][CH:38]=[CH:39][CH:40]=1.[BH4-].[Na+].Cl, predict the reaction product. The product is: [CH3:1][O:2][C:3]1[N:8]=[CH:7][C:6]([NH:9][C:10]2[C:17]([C:18]3[N:26]=[C:25]([CH3:27])[N:24]=[C:23]4[C:19]=3[N:20]=[CH:21][NH:22]4)=[CH:16][C:13]([CH2:14][NH:34][C:35]3[CH:36]=[N:37][CH:38]=[CH:39][CH:40]=3)=[CH:12][N:11]=2)=[CH:5][CH:4]=1. (6) Given the reactants [CH:1]([N:4]1[CH2:9][CH2:8][CH:7]([O:10][C:11]2[CH:23]=[C:22]3[C:14]([N:15]4[C:20](=[CH:21]3)[C:19](=[O:24])[NH:18][CH2:17][CH2:16]4)=[N:13][CH:12]=2)[CH2:6][CH2:5]1)([CH3:3])[CH3:2].[CH3:25][O:26][CH2:27][CH2:28]Br.[H-].[Na+], predict the reaction product. The product is: [CH:1]([N:4]1[CH2:5][CH2:6][CH:7]([O:10][C:11]2[CH:23]=[C:22]3[C:14]([N:15]4[C:20](=[CH:21]3)[C:19](=[O:24])[N:18]([CH2:28][CH2:27][O:26][CH3:25])[CH2:17][CH2:16]4)=[N:13][CH:12]=2)[CH2:8][CH2:9]1)([CH3:3])[CH3:2]. (7) Given the reactants [CH3:1][O:2][C:3](=[O:34])[CH2:4][C@H:5]1[C:9]2[CH:10]=[CH:11][C:12]([O:14][C@H:15]3[C:23]4[C:18](=[C:19](B5OC(C)(C)C(C)(C)O5)[CH:20]=[CH:21][C:22]=4[F:24])[CH2:17][CH2:16]3)=[CH:13][C:8]=2[O:7][CH2:6]1.Br[C:36]1[C:41]([CH3:42])=[CH:40][C:39]([C:43]2[CH:48]=[CH:47][N:46]=[C:45]([O:49][CH3:50])[CH:44]=2)=[CH:38][C:37]=1[CH3:51].BrC1C=CC(F)=C2C=1CC[C@H]2OC1C=CC2[C@H](CC(OC)=O)COC=2C=1, predict the reaction product. The product is: [CH3:1][O:2][C:3](=[O:34])[CH2:4][C@H:5]1[C:9]2[CH:8]=[CH:13][C:12]([O:14][C@H:15]3[C:23]4[C:18](=[C:19]([C:36]5[C:37]([CH3:51])=[CH:38][C:39]([C:43]6[CH:48]=[CH:47][N:46]=[C:45]([O:49][CH3:50])[CH:44]=6)=[CH:40][C:41]=5[CH3:42])[CH:20]=[CH:21][C:22]=4[F:24])[CH2:17][CH2:16]3)=[CH:11][C:10]=2[O:7][CH2:6]1.